From a dataset of NCI-60 drug combinations with 297,098 pairs across 59 cell lines. Regression. Given two drug SMILES strings and cell line genomic features, predict the synergy score measuring deviation from expected non-interaction effect. Drug 2: CN(C(=O)NC(C=O)C(C(C(CO)O)O)O)N=O. Synergy scores: CSS=6.00, Synergy_ZIP=1.92, Synergy_Bliss=3.60, Synergy_Loewe=-6.24, Synergy_HSA=0.865. Drug 1: CC1CCC2CC(C(=CC=CC=CC(CC(C(=O)C(C(C(=CC(C(=O)CC(OC(=O)C3CCCCN3C(=O)C(=O)C1(O2)O)C(C)CC4CCC(C(C4)OC)OCCO)C)C)O)OC)C)C)C)OC. Cell line: NCI/ADR-RES.